The task is: Binary Classification. Given a drug SMILES string, predict its activity (active/inactive) in a high-throughput screening assay against a specified biological target.. This data is from Orexin1 receptor HTS with 218,158 compounds and 233 confirmed actives. (1) The drug is Clc1c(c2oc(SCC(OCC)=O)nn2)ccc(Cl)c1. The result is 0 (inactive). (2) The drug is Clc1c(c(NC(=S)NCC2Oc3c(OC2)cccc3)ccc1)C. The result is 0 (inactive). (3) The result is 0 (inactive). The compound is O=c1[nH]nc(c2ccccc2)cc1. (4) The compound is s1c(c2oc(nn2)c2ccc(N(C)C)cc2)ccc1. The result is 1 (active).